Task: Predict the reactants needed to synthesize the given product.. Dataset: Full USPTO retrosynthesis dataset with 1.9M reactions from patents (1976-2016) (1) Given the product [N:9]1[CH:10]=[CH:11][N:12]=[C:7]([N:1]2[CH2:6][CH2:5][N:4]([C:26]([C:25]3[CH:29]=[CH:30][CH:31]=[CH:32][C:24]=3[C:21]([F:20])([F:22])[F:23])=[O:27])[CH2:3][CH2:2]2)[N:8]=1, predict the reactants needed to synthesize it. The reactants are: [N:1]1([C:7]2[N:8]=[N:9][CH:10]=[CH:11][N:12]=2)[CH2:6][CH2:5][NH:4][CH2:3][CH2:2]1.C(N(CC)CC)C.[F:20][C:21]([C:24]1[CH:32]=[CH:31][CH:30]=[CH:29][C:25]=1[C:26](Cl)=[O:27])([F:23])[F:22].CCOC(C)=O. (2) Given the product [CH2:21]([N:16]1[CH2:17][CH2:18][C@@H:19]([CH3:20])[C@@H:14]([NH:13][C:12]2[C:6]([C:7]([O:9][CH2:10][CH3:11])=[O:8])=[CH:5][N:4]=[C:3]3[N:28]([CH2:29][C:30]4[CH:35]=[CH:34][C:33]([O:36][CH3:37])=[C:32]([O:38][CH3:39])[CH:31]=4)[CH:41]=[N:1][C:2]=23)[CH2:15]1)[C:22]1[CH:27]=[CH:26][CH:25]=[CH:24][CH:23]=1, predict the reactants needed to synthesize it. The reactants are: [NH2:1][C:2]1[C:3]([NH:28][CH2:29][C:30]2[CH:35]=[CH:34][C:33]([O:36][CH3:37])=[C:32]([O:38][CH3:39])[CH:31]=2)=[N:4][CH:5]=[C:6]([C:12]=1[NH:13][C@@H:14]1[C@H:19]([CH3:20])[CH2:18][CH2:17][N:16]([CH2:21][C:22]2[CH:27]=[CH:26][CH:25]=[CH:24][CH:23]=2)[CH2:15]1)[C:7]([O:9][CH2:10][CH3:11])=[O:8].Cl.[C:41](=O)([O-])O.[Na+]. (3) Given the product [CH3:13][CH:12]([O:8][C:6]1[CH:7]=[C:2]([Cl:1])[CH:3]=[CH:4][C:5]=1[CH2:9][OH:10])[CH2:14][CH3:15], predict the reactants needed to synthesize it. The reactants are: [Cl:1][C:2]1[CH:3]=[CH:4][C:5]([CH2:9][OH:10])=[C:6]([OH:8])[CH:7]=1.Br[CH:12]([CH2:14][CH3:15])[CH3:13]. (4) Given the product [CH3:21][C:17]1[CH:18]=[CH:19][CH:20]=[C:2]([CH3:1])[C:3]=1[CH2:4][O:5][C:6]1[CH:7]=[C:8]([CH:14]=[CH:15][CH:16]=1)[C:9]([OH:11])=[O:10], predict the reactants needed to synthesize it. The reactants are: [CH3:1][C:2]1[CH:20]=[CH:19][CH:18]=[C:17]([CH3:21])[C:3]=1[CH2:4][O:5][C:6]1[CH:7]=[C:8]([CH:14]=[CH:15][CH:16]=1)[C:9]([O:11]CC)=[O:10].[OH-].[Na+].CCOCC. (5) Given the product [C:1]([O:5][C:6](=[O:17])[NH:7][CH2:8][CH2:9][C:10]1[CH:15]=[CH:14][C:13]([NH:16][C:25](=[O:32])[C:26]2[CH:31]=[CH:30][CH:29]=[CH:28][CH:27]=2)=[CH:12][CH:11]=1)([CH3:4])([CH3:2])[CH3:3], predict the reactants needed to synthesize it. The reactants are: [C:1]([O:5][C:6](=[O:17])[NH:7][CH2:8][CH2:9][C:10]1[CH:15]=[CH:14][C:13]([NH2:16])=[CH:12][CH:11]=1)([CH3:4])([CH3:3])[CH3:2].C(N(CC)CC)C.[C:25](Cl)(=[O:32])[C:26]1[CH:31]=[CH:30][CH:29]=[CH:28][CH:27]=1.